Dataset: Peptide-MHC class II binding affinity with 134,281 pairs from IEDB. Task: Regression. Given a peptide amino acid sequence and an MHC pseudo amino acid sequence, predict their binding affinity value. This is MHC class II binding data. (1) The peptide sequence is QQIKFAALSARAVAL. The MHC is HLA-DQA10201-DQB10202 with pseudo-sequence HLA-DQA10201-DQB10202. The binding affinity (normalized) is 0.379. (2) The peptide sequence is YPFIEQEGPEFFDQE. The MHC is DRB4_0101 with pseudo-sequence DRB4_0103. The binding affinity (normalized) is 0.497.